From a dataset of CYP2D6 inhibition data for predicting drug metabolism from PubChem BioAssay. Regression/Classification. Given a drug SMILES string, predict its absorption, distribution, metabolism, or excretion properties. Task type varies by dataset: regression for continuous measurements (e.g., permeability, clearance, half-life) or binary classification for categorical outcomes (e.g., BBB penetration, CYP inhibition). Dataset: cyp2d6_veith. (1) The compound is C/C=C1\C[C@H](C)[C@@](O)(CO)C(=O)OCC2=CCN3CC[C@@H](OC1=O)[C@@H]23. The result is 0 (non-inhibitor). (2) The compound is FC(F)(F)c1nc2ccc(SSc3ccc4nc(C(F)(F)F)[nH]c4c3)cc2[nH]1. The result is 0 (non-inhibitor). (3) The compound is O=C(Nc1ccc(-c2cn3ccccc3n2)cc1)c1ccc(Cl)cc1. The result is 0 (non-inhibitor). (4) The compound is O=C(O)CC/C=C\CC[C@@H]1[C@@H](OCc2ccc(-c3ccccc3)cc2)C[C@H](O)[C@@H]1N1CCCCC1. The result is 0 (non-inhibitor). (5) The compound is N#Cc1ccc(-c2ccc(F)cc2)nc1Sc1ccc(F)cc1. The result is 0 (non-inhibitor). (6) The compound is O=S(=O)(c1cccc2ncccc12)N1CCNCC1. The result is 0 (non-inhibitor).